Dataset: NCI-60 drug combinations with 297,098 pairs across 59 cell lines. Task: Regression. Given two drug SMILES strings and cell line genomic features, predict the synergy score measuring deviation from expected non-interaction effect. (1) Drug 1: CN(C)C1=NC(=NC(=N1)N(C)C)N(C)C. Drug 2: CN1C2=C(C=C(C=C2)N(CCCl)CCCl)N=C1CCCC(=O)O.Cl. Cell line: MDA-MB-231. Synergy scores: CSS=-3.05, Synergy_ZIP=-1.38, Synergy_Bliss=-7.34, Synergy_Loewe=-14.1, Synergy_HSA=-10.8. (2) Synergy scores: CSS=38.4, Synergy_ZIP=8.18, Synergy_Bliss=4.99, Synergy_Loewe=-11.4, Synergy_HSA=1.11. Cell line: OVCAR-5. Drug 1: C1CCC(C1)C(CC#N)N2C=C(C=N2)C3=C4C=CNC4=NC=N3. Drug 2: CCN(CC)CCCC(C)NC1=C2C=C(C=CC2=NC3=C1C=CC(=C3)Cl)OC. (3) Drug 1: CN(C)N=NC1=C(NC=N1)C(=O)N. Drug 2: C1=CN(C(=O)N=C1N)C2C(C(C(O2)CO)O)O.Cl. Cell line: KM12. Synergy scores: CSS=-0.285, Synergy_ZIP=0.495, Synergy_Bliss=-11.1, Synergy_Loewe=-7.84, Synergy_HSA=-7.74. (4) Drug 1: CC1=C(C(=O)C2=C(C1=O)N3CC4C(C3(C2COC(=O)N)OC)N4)N. Drug 2: C1C(C(OC1N2C=NC3=C2NC=NCC3O)CO)O. Cell line: HCC-2998. Synergy scores: CSS=-5.84, Synergy_ZIP=4.23, Synergy_Bliss=1.10, Synergy_Loewe=-2.11, Synergy_HSA=-5.49.